From a dataset of Forward reaction prediction with 1.9M reactions from USPTO patents (1976-2016). Predict the product of the given reaction. The product is: [N:4]1[CH:5]=[CH:6][CH:7]=[CH:8][C:3]=1[CH2:2][NH:1][S:10]([C:13]1[CH:14]=[C:15]([CH:19]=[CH:20][CH:21]=1)[C:16]([OH:18])=[O:17])(=[O:12])=[O:11]. Given the reactants [NH2:1][CH2:2][C:3]1[CH:8]=[CH:7][CH:6]=[CH:5][N:4]=1.Cl[S:10]([C:13]1[CH:14]=[C:15]([CH:19]=[CH:20][CH:21]=1)[C:16]([OH:18])=[O:17])(=[O:12])=[O:11], predict the reaction product.